Dataset: Full USPTO retrosynthesis dataset with 1.9M reactions from patents (1976-2016). Task: Predict the reactants needed to synthesize the given product. (1) The reactants are: C[O:2][C:3](=[O:40])[C:4]1[CH:9]=[C:8]([O:10][C:11]2[CH:16]=[CH:15][C:14]([NH:17][S:18]([C:21]3[CH:26]=[CH:25][C:24]([CH3:27])=[CH:23][CH:22]=3)(=[O:20])=[O:19])=[C:13]([CH3:28])[CH:12]=2)[CH:7]=[CH:6][C:5]=1[NH:29][S:30]([C:33]1[CH:38]=[CH:37][C:36]([CH3:39])=[CH:35][CH:34]=1)(=[O:32])=[O:31].[Li+].[OH-].Cl. Given the product [CH3:28][C:13]1[CH:12]=[C:11]([CH:16]=[CH:15][C:14]=1[NH:17][S:18]([C:21]1[CH:22]=[CH:23][C:24]([CH3:27])=[CH:25][CH:26]=1)(=[O:20])=[O:19])[O:10][C:8]1[CH:7]=[CH:6][C:5]([NH:29][S:30]([C:33]2[CH:34]=[CH:35][C:36]([CH3:39])=[CH:37][CH:38]=2)(=[O:32])=[O:31])=[C:4]([CH:9]=1)[C:3]([OH:40])=[O:2], predict the reactants needed to synthesize it. (2) Given the product [Cl:3][C:22]1[CH2:23][CH2:24][CH:19]([OH:18])[CH2:20][C:21]=1[CH:8]=[O:9], predict the reactants needed to synthesize it. The reactants are: P(Cl)(Cl)([Cl:3])=O.CN(C)[CH:8]=[O:9].[Si]([O:18][CH:19]1[CH2:24][CH2:23][C:22](=O)[CH2:21][CH2:20]1)(C(C)(C)C)(C)C. (3) Given the product [CH2:16]([CH:23]1[CH2:28][CH2:27][N:26]([C:13]([C:9]2[CH:10]=[N:11][O:12][C:8]=2[C:5]2[CH:4]=[CH:3][C:2]([CH3:1])=[CH:7][CH:6]=2)=[O:15])[CH2:25][CH2:24]1)[C:17]1[CH:22]=[CH:21][CH:20]=[CH:19][CH:18]=1, predict the reactants needed to synthesize it. The reactants are: [CH3:1][C:2]1[CH:7]=[CH:6][C:5]([C:8]2[O:12][N:11]=[CH:10][C:9]=2[C:13]([OH:15])=O)=[CH:4][CH:3]=1.[CH2:16]([CH:23]1[CH2:28][CH2:27][NH:26][CH2:25][CH2:24]1)[C:17]1[CH:22]=[CH:21][CH:20]=[CH:19][CH:18]=1. (4) Given the product [CH3:1][O:2][C:3]([C:5]1[CH:14]=[C:13]([O:15][CH2:16][C:17]([N:37]2[CH2:38][CH2:39][C:35]([F:40])([F:34])[CH2:36]2)=[O:19])[C:12]2[C:7](=[CH:8][C:9]([CH3:20])=[CH:10][CH:11]=2)[N:6]=1)=[O:4], predict the reactants needed to synthesize it. The reactants are: [CH3:1][O:2][C:3]([C:5]1[CH:14]=[C:13]([O:15][CH2:16][C:17]([OH:19])=O)[C:12]2[C:7](=[CH:8][C:9]([CH3:20])=[CH:10][CH:11]=2)[N:6]=1)=[O:4].FC1C(O)=C(F)C(F)=C(F)C=1F.Cl.[F:34][C:35]1([F:40])[CH2:39][CH2:38][NH:37][CH2:36]1.C(N1CCOCC1)C. (5) The reactants are: [CH2:1]([NH:4][C:5](=[O:11])[O:6][C:7]([CH3:10])([CH3:9])[CH3:8])[CH:2]=[CH2:3].[CH2:12]=[CH:13][CH2:14][CH2:15][CH2:16][CH2:17][CH2:18][CH2:19][CH2:20][CH2:21][CH2:22][CH2:23][CH2:24][CH2:25]CC. Given the product [CH2:1]([NH:4][C:5](=[O:11])[O:6][C:7]([CH3:10])([CH3:9])[CH3:8])/[CH:2]=[CH:3]\[CH2:25][CH2:24][CH2:23][CH2:22][CH2:21][CH2:20][CH2:19][CH2:18][CH2:17][CH2:16][CH2:15][CH2:14][CH2:13][CH3:12], predict the reactants needed to synthesize it. (6) Given the product [Cl:11][C:8]1[CH:9]=[CH:10][C:5]2[N:6]([C:2]([CH:27]([C:26]3[C:17]([F:16])=[C:18]4[C:23](=[CH:24][C:25]=3[F:29])[N:22]=[CH:21][CH:20]=[CH:19]4)[OH:28])=[CH:3][N:4]=2)[N:7]=1, predict the reactants needed to synthesize it. The reactants are: Br[C:2]1[N:6]2[N:7]=[C:8]([Cl:11])[CH:9]=[CH:10][C:5]2=[N:4][CH:3]=1.C([Mg]Br)C.[F:16][C:17]1[C:26]([CH:27]=[O:28])=[C:25]([F:29])[CH:24]=[C:23]2[C:18]=1[CH:19]=[CH:20][CH:21]=[N:22]2. (7) Given the product [CH3:14][C:15]1[N:16]=[CH:17][N:18]([C:2]2[CH:9]=[CH:8][C:7]([C:10]([F:13])([F:12])[F:11])=[CH:6][C:3]=2[C:4]#[N:5])[CH:19]=1, predict the reactants needed to synthesize it. The reactants are: F[C:2]1[CH:9]=[CH:8][C:7]([C:10]([F:13])([F:12])[F:11])=[CH:6][C:3]=1[C:4]#[N:5].[CH3:14][C:15]1[N:16]=[CH:17][NH:18][CH:19]=1.C(=O)([O-])[O-].[K+].[K+].CC1N(C2C=CC(C(F)(F)F)=CC=2C#N)C=NC=1. (8) Given the product [N:6]1[CH:5]=[C:4]([C:3]2[CH:12]=[C:11]([C:13]3[CH:18]=[CH:17][C:16]([CH3:19])=[CH:15][CH:14]=3)[O:1][N:2]=2)[CH:9]=[N:8][CH:7]=1, predict the reactants needed to synthesize it. The reactants are: [OH:1][N:2]=[C:3](Cl)[C:4]1[CH:5]=[N:6][CH:7]=[N:8][CH:9]=1.[C:11]([C:13]1[CH:18]=[CH:17][C:16]([CH3:19])=[CH:15][CH:14]=1)#[CH:12].N. (9) The reactants are: [F:1][C:2]1[CH:3]=[C:4](I)[CH:5]=[CH:6][CH:7]=1.[CH:9]1([N:13]2[CH2:19][CH2:18][CH2:17][N:16]([C:20]([C@H:22]3[CH2:26][C@H:25]([OH:27])[CH2:24][N:23]3[C:28](=[O:30])[CH3:29])=[O:21])[CH2:15][CH2:14]2)[CH2:12][CH2:11][CH2:10]1. Given the product [CH:9]1([N:13]2[CH2:19][CH2:18][CH2:17][N:16]([C:20]([C@H:22]3[CH2:26][C@H:25]([O:27][C:4]4[CH:5]=[CH:6][CH:7]=[C:2]([F:1])[CH:3]=4)[CH2:24][N:23]3[C:28](=[O:30])[CH3:29])=[O:21])[CH2:15][CH2:14]2)[CH2:12][CH2:11][CH2:10]1, predict the reactants needed to synthesize it. (10) Given the product [C:84]([CH2:83][CH2:82][C:78]1[CH:77]=[C:76](/[C:14](=[CH:48]\[CH:49]=[C:50]2/[C:51]([CH3:69])([CH3:68])[C:52]3[C:53](=[N:67]/2)[N:54]([CH2:59][CH2:60][CH2:61][CH2:62][S:63]([O-:66])(=[O:64])=[O:65])[CH:55]=[C:56]([Cl:58])[CH:57]=3)/[CH:15]=[CH:16]/[C:17]2[C:25]([CH3:27])([CH3:26])[C:24]3[C:23]4[CH:28]=[C:29]([S:36]([O-:39])(=[O:37])=[O:38])[CH:30]=[C:31]([S:32]([O-:35])(=[O:33])=[O:34])[C:22]=4[CH:21]=[CH:20][C:19]=3[N+:18]=2[CH2:40][CH2:41][CH2:42][CH2:43][S:44]([O-:47])(=[O:45])=[O:46])[CH:81]=[CH:80][CH:79]=1)([OH:86])=[O:85].[Na+:70].[Na+:70].[Na+:70], predict the reactants needed to synthesize it. The reactants are: C(CCCCC1C=C(/[C:14](=[CH:48]\[CH:49]=[C:50]2/[C:51]([CH3:69])([CH3:68])[C:52]3[C:53](=[N:67]/2)[N:54]([CH2:59][CH2:60][CH2:61][CH2:62][S:63]([O-:66])(=[O:65])=[O:64])[CH:55]=[C:56]([Cl:58])[CH:57]=3)/[CH:15]=[CH:16]/[C:17]2[C:25]([CH3:27])([CH3:26])[C:24]3[C:23]4[CH:28]=[C:29]([S:36]([O-:39])(=[O:38])=[O:37])[CH:30]=[C:31]([S:32]([O-:35])(=[O:34])=[O:33])[C:22]=4[CH:21]=[CH:20][C:19]=3[N+:18]=2[CH2:40][CH2:41][CH2:42][CH2:43][S:44]([O-:47])(=[O:46])=[O:45])C=CC=1)(O)=O.[Na+:70].[Na+].[Na+].B([C:76]1[CH:77]=[C:78]([CH2:82][CH2:83][C:84]([OH:86])=[O:85])[CH:79]=[CH:80][CH:81]=1)(O)O.